From a dataset of Forward reaction prediction with 1.9M reactions from USPTO patents (1976-2016). Predict the product of the given reaction. (1) Given the reactants [CH2:1]([C:5]1[C:14]2[CH2:15][C@H:16]([CH3:19])[O:17][CH2:18][C:13]=2[C:12]2[CH2:11][N:10](CC3C=CC(OC)=CC=3)[CH2:9][CH2:8][C:7]=2[N:6]=1)[CH2:2][CH2:3][CH3:4].[Na+].[Cl-], predict the reaction product. The product is: [CH2:1]([C:5]1[C:14]2[CH2:15][C@H:16]([CH3:19])[O:17][CH2:18][C:13]=2[C:12]2[CH2:11][NH:10][CH2:9][CH2:8][C:7]=2[N:6]=1)[CH2:2][CH2:3][CH3:4]. (2) The product is: [CH2:20]([C:5]1[C:6]([C:7](=[O:8])[NH:9][CH2:10][CH2:11][CH2:12][N:13]2[CH2:17][CH2:16][CH2:15][C:14]2=[O:18])=[CH:19][C:2]([NH:1][C:43]([C:41]2[N:42]=[C:38]([CH:35]3[CH2:37][CH2:36]3)[O:39][CH:40]=2)=[O:44])=[C:3]([N:22]2[CH2:23][CH2:24][N:25]([C:28]3[CH:33]=[CH:32][CH:31]=[CH:30][C:29]=3[CH3:34])[CH2:26][CH2:27]2)[CH:4]=1)[CH3:21]. Given the reactants [NH2:1][C:2]1[C:3]([N:22]2[CH2:27][CH2:26][N:25]([C:28]3[CH:33]=[CH:32][CH:31]=[CH:30][C:29]=3[CH3:34])[CH2:24][CH2:23]2)=[CH:4][C:5]([CH2:20][CH3:21])=[C:6]([CH:19]=1)[C:7]([NH:9][CH2:10][CH2:11][CH2:12][N:13]1[CH2:17][CH2:16][CH2:15][C:14]1=[O:18])=[O:8].[CH:35]1([C:38]2[O:39][CH:40]=[C:41]([C:43](O)=[O:44])[N:42]=2)[CH2:37][CH2:36]1.C(N(CC)C(C)C)(C)C.CN(C(ON1N=NC2C=CC=NC1=2)=[N+](C)C)C.F[P-](F)(F)(F)(F)F, predict the reaction product. (3) Given the reactants [F:1][C:2]1[CH:3]=[CH:4][C:5]([C:12]2[C:13]([O:18][CH2:19][C:20]([CH3:23])([CH3:22])[CH3:21])=[N:14][CH:15]=[CH:16][CH:17]=2)=[C:6]2[C:10]=1[C@@H:9]([OH:11])[CH2:8][CH2:7]2.O[C:25]1[CH:38]=[CH:37][C:28]2[C@H:29]([CH2:32][C:33]([O:35][CH3:36])=[O:34])[CH2:30][O:31][C:27]=2[CH:26]=1.BrC1C=CC(F)=C2C=1CC[C@H]2OC1C=CC2[C@H](CC(OC)=O)COC=2C=1, predict the reaction product. The product is: [F:1][C:2]1[CH:3]=[CH:4][C:5]([C:12]2[C:13]([O:18][CH2:19][C:20]([CH3:23])([CH3:22])[CH3:21])=[N:14][CH:15]=[CH:16][CH:17]=2)=[C:6]2[C:10]=1[C@H:9]([O:11][C:25]1[CH:38]=[CH:37][C:28]3[C@H:29]([CH2:32][C:33]([O:35][CH3:36])=[O:34])[CH2:30][O:31][C:27]=3[CH:26]=1)[CH2:8][CH2:7]2.